Dataset: NCI-60 drug combinations with 297,098 pairs across 59 cell lines. Task: Regression. Given two drug SMILES strings and cell line genomic features, predict the synergy score measuring deviation from expected non-interaction effect. (1) Drug 1: C1CCC(CC1)NC(=O)N(CCCl)N=O. Drug 2: C(CC(=O)O)C(=O)CN.Cl. Cell line: NCI-H226. Synergy scores: CSS=21.9, Synergy_ZIP=-0.872, Synergy_Bliss=5.27, Synergy_Loewe=1.17, Synergy_HSA=5.61. (2) Drug 1: C1C(C(OC1N2C=NC(=NC2=O)N)CO)O. Drug 2: CC1C(C(CC(O1)OC2CC(CC3=C2C(=C4C(=C3O)C(=O)C5=C(C4=O)C(=CC=C5)OC)O)(C(=O)CO)O)N)O.Cl. Cell line: SF-539. Synergy scores: CSS=49.0, Synergy_ZIP=0.290, Synergy_Bliss=-0.0824, Synergy_Loewe=-16.4, Synergy_HSA=0.466.